Dataset: Full USPTO retrosynthesis dataset with 1.9M reactions from patents (1976-2016). Task: Predict the reactants needed to synthesize the given product. (1) Given the product [N:8]1[C:3]2[NH:2][CH:11]=[CH:10][C:4]=2[C:5]([OH:9])=[N:6][CH:7]=1, predict the reactants needed to synthesize it. The reactants are: Cl.[NH2:2][C:3]1[N:8]=[CH:7][N:6]=[C:5]([OH:9])[C:4]=1[CH2:10][CH:11](OCC)OCC. (2) Given the product [CH:3]1([C:6](=[O:12])[CH:7]([CH3:13])[C:8]([O:10][CH3:11])=[O:9])[CH2:5][CH2:4]1, predict the reactants needed to synthesize it. The reactants are: [H-].[Na+].[CH:3]1([C:6](=[O:12])[CH2:7][C:8]([O:10][CH3:11])=[O:9])[CH2:5][CH2:4]1.[CH3:13]I. (3) Given the product [NH2:13][C:12]1[N:9]([C:5]2[CH:6]=[CH:7][CH:8]=[C:3]([Cl:2])[C:4]=2[F:11])[N:10]=[CH:20][C:14]=1[C:15]([O:17][CH2:18][CH3:19])=[O:16], predict the reactants needed to synthesize it. The reactants are: Cl.[Cl:2][C:3]1[C:4]([F:11])=[C:5]([NH:9][NH2:10])[CH:6]=[CH:7][CH:8]=1.[C:12](/[C:14](=[CH:20]\OCC)/[C:15]([O:17][CH2:18][CH3:19])=[O:16])#[N:13].C([O-])(=O)C.[Na+].CC(O)=O. (4) Given the product [Cl:1][C:2]1[CH:3]=[CH:4][C:5]([C:8]2(/[C:12](/[NH:13][C:20](=[O:22])[CH3:21])=[CH:14]/[C:15]([CH3:16])=[CH2:17])[CH2:11][CH2:10][CH2:9]2)=[CH:6][CH:7]=1, predict the reactants needed to synthesize it. The reactants are: [Cl:1][C:2]1[CH:7]=[CH:6][C:5]([C:8]2([C:12]#[N:13])[CH2:11][CH2:10][CH2:9]2)=[CH:4][CH:3]=1.[CH2:14]([Mg]Cl)[C:15](=[CH2:17])[CH3:16].[C:20](OC(=O)C)(=[O:22])[CH3:21]. (5) The reactants are: [CH:1]1([CH:4]([C:8]2[CH:13]=[CH:12][CH:11]=[CH:10][CH:9]=2)[C:5]([OH:7])=O)[CH2:3][CH2:2]1.FC(F)(F)C(O)=O.[CH3:21][N:22]1[CH2:27][CH2:26][CH:25]([O:28][C:29]2[CH:34]=[CH:33][C:32]([C:35]3[C:43]4[C:38](=[CH:39][CH:40]=[C:41]([NH2:44])[CH:42]=4)[NH:37][N:36]=3)=[CH:31][CH:30]=2)[CH2:24][CH2:23]1.CCN(C(C)C)C(C)C.CN(C(ON1N=NC2C=CC=CC1=2)=[N+](C)C)C.[B-](F)(F)(F)F. Given the product [CH:1]1([CH:4]([C:8]2[CH:13]=[CH:12][CH:11]=[CH:10][CH:9]=2)[C:5]([NH:44][C:41]2[CH:42]=[C:43]3[C:38](=[CH:39][CH:40]=2)[NH:37][N:36]=[C:35]3[C:32]2[CH:33]=[CH:34][C:29]([O:28][CH:25]3[CH2:26][CH2:27][N:22]([CH3:21])[CH2:23][CH2:24]3)=[CH:30][CH:31]=2)=[O:7])[CH2:2][CH2:3]1, predict the reactants needed to synthesize it. (6) Given the product [Br:18][C:5]1[N:6]([C:8]2[CH:13]=[CH:12][C:11]([N+:14]([O-:16])=[O:15])=[C:10]([CH3:17])[CH:9]=2)[CH:7]=[C:3]([C:1]#[N:2])[N:4]=1, predict the reactants needed to synthesize it. The reactants are: [C:1]([C:3]1[N:4]=[CH:5][N:6]([C:8]2[CH:13]=[CH:12][C:11]([N+:14]([O-:16])=[O:15])=[C:10]([CH3:17])[CH:9]=2)[CH:7]=1)#[N:2].[Br:18]N1C(=O)CCC1=O.N(C(C)(C)C#N)=NC(C)(C)C#N.O. (7) Given the product [Cl:21][C:5]1[C:6]([NH:8][C:9]2[CH:13]=[C:12]([CH3:14])[NH:11][N:10]=2)=[N:7][C:2]([NH:45][C:38]2[C:39]3[C:44](=[CH:43][CH:42]=[CH:41][CH:40]=3)[C:35]([CH:32]3[CH2:31][CH2:30][NH:29][CH2:34][CH2:33]3)=[CH:36][CH:37]=2)=[N:3][CH:4]=1, predict the reactants needed to synthesize it. The reactants are: Cl[C:2]1[N:7]=[C:6]([NH:8][C:9]2[CH:13]=[C:12]([CH3:14])[N:11](C3CCCCO3)[N:10]=2)[C:5]([Cl:21])=[CH:4][N:3]=1.C(OC([N:29]1[CH2:34][CH2:33][CH:32]([C:35]2[C:44]3[C:39](=[CH:40][CH:41]=[CH:42][CH:43]=3)[C:38]([NH2:45])=[CH:37][CH:36]=2)[CH2:31][CH2:30]1)=O)(C)(C)C.C(=O)([O-])[O-].[Cs+].[Cs+]. (8) Given the product [CH3:1][O:2][C:3](=[O:15])[C:4]1[CH:5]=[C:6]([C:25]([F:28])([F:27])[F:26])[CH:7]=[C:8]([S:10]([Cl:13])(=[O:12])=[O:11])[CH:9]=1, predict the reactants needed to synthesize it. The reactants are: [CH3:1][O:2][C:3](=[O:15])[C:4]1[CH:9]=[C:8]([S:10]([Cl:13])(=[O:12])=[O:11])[CH:7]=[C:6](Cl)[CH:5]=1.COC(=O)C1C=C([C:25]([F:28])([F:27])[F:26])C=C(N)C=1.